Task: Predict the reaction yield, written as a fraction of the theoretical maximum amount of product (1.0 means a 100% yield; for example, 0.34 means a 34% yield).. Dataset: Reaction yield outcomes from USPTO patents with 853,638 reactions (1) The reactants are [CH:1]1([O:6][C:7]2[N:12]=[C:11]3[CH2:13][CH2:14][CH2:15][C:10]3=[C:9]([CH2:16][C:17]3[CH:22]=[CH:21][C:20]([CH2:23][C:24]([O:26]C)=O)=[CH:19][CH:18]=3)[CH:8]=2)[CH2:5][CH2:4][CH2:3][CH2:2]1.[Cl-:28].[NH4+:29].N. The catalyst is CO. The product is [ClH:28].[CH:1]1([O:6][C:7]2[N:12]=[C:11]3[CH2:13][CH2:14][CH2:15][C:10]3=[C:9]([CH2:16][C:17]3[CH:22]=[CH:21][C:20]([CH2:23][C:24]([NH2:29])=[O:26])=[CH:19][CH:18]=3)[CH:8]=2)[CH2:5][CH2:4][CH2:3][CH2:2]1. The yield is 0.540. (2) The reactants are C[O:2][C:3](=[O:36])[CH:4]([NH:28][C:29]([O:31][C:32]([CH3:35])([CH3:34])[CH3:33])=[O:30])[CH2:5][C:6]1[CH:11]=[CH:10][C:9]([P:12]([O:17][CH2:18][CH3:19])([O:14][CH2:15][CH3:16])=[O:13])=[C:8]([P:20]([O:25][CH2:26][CH3:27])([O:22][CH2:23][CH3:24])=[O:21])[CH:7]=1.O.[OH-].[Li+]. The catalyst is C1COCC1.O. The product is [CH2:23]([O:22][P:20]([C:8]1[CH:7]=[C:6]([CH2:5][CH:4]([NH:28][C:29]([O:31][C:32]([CH3:35])([CH3:33])[CH3:34])=[O:30])[C:3]([OH:36])=[O:2])[CH:11]=[CH:10][C:9]=1[P:12]([O:14][CH2:15][CH3:16])([O:17][CH2:18][CH3:19])=[O:13])([O:25][CH2:26][CH3:27])=[O:21])[CH3:24]. The yield is 1.00. (3) The reactants are [Cl:1][C:2]1[CH:11]=[CH:10][C:9]2[NH:8]C(=O)[N:6]3[N:13]=[C:14]([C:16]4[CH:21]=[CH:20][CH:19]=[CH:18][CH:17]=4)[N:15]=[C:5]3[C:4]=2[CH:3]=1.BrC1C=CC2NC(=O)N3N=CN=C3C=2C=1. No catalyst specified. The product is [Cl:1][C:2]1[CH:11]=[CH:10][C:9]([NH2:8])=[C:4]([C:5]2[NH:6][N:13]=[C:14]([C:16]3[CH:21]=[CH:20][CH:19]=[CH:18][CH:17]=3)[N:15]=2)[CH:3]=1. The yield is 0.920. (4) The reactants are Br[C:2]1[CH:3]=[N:4][C:5]([Cl:8])=[N:6][CH:7]=1.[C:9]([O:15][CH3:16])(=[O:14])[CH2:10][CH2:11][C:12]#[CH:13].C(N(CC)CC)C.[Cl-].[NH4+]. The catalyst is CN(C)C=O.[Cu](I)I.C1C=CC([P]([Pd]([P](C2C=CC=CC=2)(C2C=CC=CC=2)C2C=CC=CC=2)([P](C2C=CC=CC=2)(C2C=CC=CC=2)C2C=CC=CC=2)[P](C2C=CC=CC=2)(C2C=CC=CC=2)C2C=CC=CC=2)(C2C=CC=CC=2)C2C=CC=CC=2)=CC=1. The product is [Cl:8][C:5]1[N:4]=[CH:3][C:2]([C:13]#[C:12][CH2:11][CH2:10][C:9]([O:15][CH3:16])=[O:14])=[CH:7][N:6]=1. The yield is 0.600. (5) The reactants are [O:1]1[CH2:6][CH2:5][N:4]([C:7]2[N:12]=[CH:11][C:10]([NH:13][C:14]3[N:15]=[CH:16][C:17]4[S:22][CH:21]=[C:20]([C:23]5[CH:34]=[CH:33][C:26]([CH2:27]CS([O-])(=O)=O)=[CH:25][CH:24]=5)[C:18]=4[N:19]=3)=[CH:9][CH:8]=2)[CH2:3][CH2:2]1.C(=O)([O-])[O-].[K+].[K+].[CH2:41]([N:43]1[CH2:48][CH2:47][NH:46][CH2:45][CH2:44]1)[CH3:42]. The catalyst is CN(C)C=O.C(OCC)(=O)C. The product is [CH2:41]([N:43]1[CH2:48][CH2:47][N:46]([CH2:27][C:26]2[CH:25]=[CH:24][C:23]([C:20]3[C:18]4[N:19]=[C:14]([NH:13][C:10]5[CH:11]=[N:12][C:7]([N:4]6[CH2:5][CH2:6][O:1][CH2:2][CH2:3]6)=[CH:8][CH:9]=5)[N:15]=[CH:16][C:17]=4[S:22][CH:21]=3)=[CH:34][CH:33]=2)[CH2:45][CH2:44]1)[CH3:42]. The yield is 0.700. (6) The reactants are [CH3:1][CH:2]1[C:6](=[O:7])[CH2:5][CH2:4][C:3]1=[O:8].CI.[OH-].[K+].O1CCOC[CH2:14]1. The catalyst is O. The product is [CH3:1][C:2]1([CH3:14])[C:6](=[O:7])[CH2:5][CH2:4][C:3]1=[O:8]. The yield is 0.930.